From a dataset of NCI-60 drug combinations with 297,098 pairs across 59 cell lines. Regression. Given two drug SMILES strings and cell line genomic features, predict the synergy score measuring deviation from expected non-interaction effect. (1) Drug 1: CC1=C(C(=CC=C1)Cl)NC(=O)C2=CN=C(S2)NC3=CC(=NC(=N3)C)N4CCN(CC4)CCO. Drug 2: CN1C2=C(C=C(C=C2)N(CCCl)CCCl)N=C1CCCC(=O)O.Cl. Cell line: HOP-92. Synergy scores: CSS=14.9, Synergy_ZIP=-2.25, Synergy_Bliss=3.22, Synergy_Loewe=-16.3, Synergy_HSA=2.20. (2) Drug 1: CN(C)C1=NC(=NC(=N1)N(C)C)N(C)C. Drug 2: C1C(C(OC1N2C=NC(=NC2=O)N)CO)O. Cell line: HCT116. Synergy scores: CSS=35.8, Synergy_ZIP=1.45, Synergy_Bliss=1.03, Synergy_Loewe=-37.4, Synergy_HSA=1.68. (3) Drug 1: CN(C)N=NC1=C(NC=N1)C(=O)N. Drug 2: CC1=C(C(=CC=C1)Cl)NC(=O)C2=CN=C(S2)NC3=CC(=NC(=N3)C)N4CCN(CC4)CCO. Cell line: T-47D. Synergy scores: CSS=1.11, Synergy_ZIP=-2.02, Synergy_Bliss=0.390, Synergy_Loewe=-2.20, Synergy_HSA=0.295. (4) Drug 1: CN(C)N=NC1=C(NC=N1)C(=O)N. Drug 2: CC1=C(C(=CC=C1)Cl)NC(=O)C2=CN=C(S2)NC3=CC(=NC(=N3)C)N4CCN(CC4)CCO. Cell line: NCI-H522. Synergy scores: CSS=23.9, Synergy_ZIP=-8.11, Synergy_Bliss=2.05, Synergy_Loewe=-24.2, Synergy_HSA=2.89. (5) Drug 1: CC(C)NC(=O)C1=CC=C(C=C1)CNNC.Cl. Drug 2: C1CN(P(=O)(OC1)NCCCl)CCCl. Cell line: OVCAR-4. Synergy scores: CSS=0.521, Synergy_ZIP=-1.62, Synergy_Bliss=-4.05, Synergy_Loewe=-5.24, Synergy_HSA=-3.74.